From a dataset of Full USPTO retrosynthesis dataset with 1.9M reactions from patents (1976-2016). Predict the reactants needed to synthesize the given product. (1) Given the product [Cl:13][C:14]1[CH:15]=[C:16]([CH:19]=[CH:20][C:21]=1[Cl:22])[CH2:17][NH:18][C:2]1[CH:3]=[CH:4][C:5]2[N:6]([C:8]([C:11]#[N:12])=[CH:9][N:10]=2)[N:7]=1, predict the reactants needed to synthesize it. The reactants are: Cl[C:2]1[CH:3]=[CH:4][C:5]2[N:6]([C:8]([C:11]#[N:12])=[CH:9][N:10]=2)[N:7]=1.[Cl:13][C:14]1[CH:15]=[C:16]([CH:19]=[CH:20][C:21]=1[Cl:22])[CH2:17][NH2:18]. (2) Given the product [Cl:1][CH2:2][C@H:3]1[C:11]2[C:10]3[CH:12]=[CH:13][CH:14]=[CH:15][C:9]=3[C:8]([OH:16])=[CH:7][C:6]=2[NH:5][CH2:4]1, predict the reactants needed to synthesize it. The reactants are: [Cl:1][CH2:2][C@H:3]1[C:11]2[C:10]3[CH:12]=[CH:13][CH:14]=[CH:15][C:9]=3[C:8]([OH:16])=[CH:7][C:6]=2[N:5](C(OC(C)(C)C)=O)[CH2:4]1.Cl.